This data is from CYP1A2 inhibition data for predicting drug metabolism from PubChem BioAssay. The task is: Regression/Classification. Given a drug SMILES string, predict its absorption, distribution, metabolism, or excretion properties. Task type varies by dataset: regression for continuous measurements (e.g., permeability, clearance, half-life) or binary classification for categorical outcomes (e.g., BBB penetration, CYP inhibition). Dataset: cyp1a2_veith. (1) The drug is COCC(=O)N1CCC2(CCCN(c3ncccn3)C2)CC1. The result is 0 (non-inhibitor). (2) The molecule is COc1cc(O)oc1C=Nc1ccc(C(F)(F)F)cc1. The result is 1 (inhibitor). (3) The drug is CC(O)(CS(=O)(=O)Cc1ccccc1Cl)C(=O)Nc1cccc(C(F)(F)F)c1. The result is 0 (non-inhibitor). (4) The molecule is Nc1nc(Br)c2c(F)cccc2c1-c1ccccc1. The result is 1 (inhibitor). (5) The molecule is C1CCc2c(nc3nnnn3c2NC2CCCC2)C1. The result is 1 (inhibitor).